From a dataset of Catalyst prediction with 721,799 reactions and 888 catalyst types from USPTO. Predict which catalyst facilitates the given reaction. (1) Reactant: [N:1]1[CH:6]=[C:5]([CH:7]=[CH:8][C:9]([OH:11])=[O:10])[CH:4]=[N:3][CH:2]=1.[C:12](=O)([O-])[O-].[K+].[K+].Cl. Product: [N:1]1[CH:6]=[C:5]([CH:7]=[CH:8][C:9]([O:11][CH3:12])=[O:10])[CH:4]=[N:3][CH:2]=1. The catalyst class is: 12. (2) Reactant: NO.Cl.[Br:4][C:5]1[CH:17]=[CH:16][C:15]([Cl:18])=[CH:14][C:6]=1[CH2:7][C:8]1[N:9]=NN(C)[N:12]=1.C([O-])([O-])=[O:20].[K+].[K+]. Product: [Br:4][C:5]1[CH:17]=[CH:16][C:15]([Cl:18])=[CH:14][C:6]=1[CH2:7]/[C:8](=[N:9]/[OH:20])/[NH2:12]. The catalyst class is: 14. (3) Reactant: [C:1]1([S:7]([C:10]2[CH:18]=[CH:17][C:16]3[N:15]([CH3:19])[C:14]4[CH2:20][CH:21]5[NH:25][CH:24]([C:13]=4[C:12]=3[C:11]=2C(OC(C)(C)C)=O)[CH2:23][CH2:22]5)(=[O:9])=[O:8])[CH:6]=[CH:5][CH:4]=[CH:3][CH:2]=1.[Cl:33]CCl.Cl. Product: [ClH:33].[C:1]1([S:7]([C:10]2[CH:11]=[C:12]3[C:16](=[CH:17][CH:18]=2)[N:15]([CH3:19])[C:14]2[CH2:20][CH:21]4[NH:25][CH:24]([C:13]3=2)[CH2:23][CH2:22]4)(=[O:8])=[O:9])[CH:2]=[CH:3][CH:4]=[CH:5][CH:6]=1. The catalyst class is: 459. (4) Reactant: C(=[N:14][NH:15][C:16]1[C:21]([CH3:22])=[CH:20][C:19]([F:23])=[CH:18][N:17]=1)(C1C=CC=CC=1)C1C=CC=CC=1.Cl. Product: [F:23][C:19]1[CH:20]=[C:21]([CH3:22])[C:16]([NH:15][NH2:14])=[N:17][CH:18]=1. The catalyst class is: 93. (5) Reactant: [Br-].[CH2:2]([O:9][CH2:10][CH2:11][CH2:12][P+](C1C=CC=CC=1)(C1C=CC=CC=1)C1C=CC=CC=1)[C:3]1[CH:8]=[CH:7][CH:6]=[CH:5][CH:4]=1.C([Li])CCC.[O:37]1[CH2:42][CH2:41][CH:40]=[C:39]([CH:43]=O)[CH2:38]1. Product: [C:3]1([CH2:2][O:9][CH2:10][CH2:11][CH:12]=[CH:43][C:39]2[CH2:38][O:37][CH2:42][CH2:41][CH:40]=2)[CH:4]=[CH:5][CH:6]=[CH:7][CH:8]=1. The catalyst class is: 7. (6) Reactant: [CH2:1]([C@@H:8]1[CH2:13][N:12]([CH2:14][C:15]2[CH:20]=[CH:19][CH:18]=[CH:17][CH:16]=2)[CH2:11][CH2:10][N:9]1[C:21]([C:23]1[N:24]=[CH:25][N:26]([C@H:34]2[CH2:39][CH2:38][CH2:37][CH2:36][C@@H:35]2[NH:40][C:41](=[O:46])[O:42][CH2:43][CH2:44]Cl)[C:27]=1[C:28]1[CH:33]=[CH:32][CH:31]=[CH:30][CH:29]=1)=[O:22])[C:2]1[CH:7]=[CH:6][CH:5]=[CH:4][CH:3]=1.[H-].[Na+]. Product: [CH2:1]([C@@H:8]1[CH2:13][N:12]([CH2:14][C:15]2[CH:20]=[CH:19][CH:18]=[CH:17][CH:16]=2)[CH2:11][CH2:10][N:9]1[C:21]([C:23]1[N:24]=[CH:25][N:26]([C@H:34]2[CH2:39][CH2:38][CH2:37][CH2:36][C@@H:35]2[N:40]2[CH2:44][CH2:43][O:42][C:41]2=[O:46])[C:27]=1[C:28]1[CH:33]=[CH:32][CH:31]=[CH:30][CH:29]=1)=[O:22])[C:2]1[CH:7]=[CH:6][CH:5]=[CH:4][CH:3]=1. The catalyst class is: 1. (7) Product: [O:1]=[S:2]1(=[O:28])[C:6]2[CH:7]=[C:8]([CH2:11][C:12]([OH:14])=[O:13])[CH:9]=[CH:10][C:5]=2[C:4](=[O:19])[NH:3]1. The catalyst class is: 4. Reactant: [O:1]=[S:2]1(=[O:28])[C:6]2[CH:7]=[C:8]([CH2:11][C:12]([O:14]C(C)(C)C)=[O:13])[CH:9]=[CH:10][C:5]=2[C:4](=[O:19])[N:3]1COCC[Si](C)(C)C.C(O)(C(F)(F)F)=O.